From a dataset of Experimentally validated miRNA-target interactions with 360,000+ pairs, plus equal number of negative samples. Binary Classification. Given a miRNA mature sequence and a target amino acid sequence, predict their likelihood of interaction. (1) The miRNA is hsa-miR-192-5p with sequence CUGACCUAUGAAUUGACAGCC. The protein sequence of the target gene is MSTLFPSLFPRVTETLWFNLDRPCVEETELQQQEQQHQAWLQSIAEKDNNLVPIGKPASEHYDDEEEEDDEDDEDSEEDSEDDEDMQDMDEMNDYNESPDDGEVNEVDMEGNEQDQDQWMI. Result: 1 (interaction). (2) The miRNA is hsa-miR-873-5p with sequence GCAGGAACUUGUGAGUCUCCU. The protein sequence of the target gene is MIPRKRYGSKNTDQGVYLGLSKTQVLSPATAGSSSSDIAPLPPPVTLVPPPPDTMSCRDRTQEFLSACKSLQTRQNGIQTNKPALRAVRQRSEFTLMAKRIGKDLSNTFAKLEKLTILAKRKSLFDDKAVEIEELTYIIKQDINSLNKQIAQLQDFVRAKGSQSGRHLQTHSNTIVVSLQSKLASMSNDFKSVLEVRTENLKQQRSRREQFSRAPVSALPLAPNHLGGGAVVLGAESHASKDVAIDMMDSRTSQQLQLIDEQDSYIQSRADTMQNIESTIVELGSIFQQLAHMVKEQEET.... Result: 0 (no interaction). (3) The miRNA is hsa-miR-4267 with sequence UCCAGCUCGGUGGCAC. The protein sequence of the target gene is MTSPAAAQSREIDCLSPEAQKLAEARLAAKRAARAEAREIRMKELERQQKEEDSERYSRRSRRNTSASDEDERMSVGSRGSLRVEERPEKDFTEKGSRNMPGLSAATLASLGGTSSRRGSGDTSISIDTEASIREIKELNELKDQIQDVEGKYMQGLKEMKDSLAEVEEKYKKAMVSNAQLDNEKTNFMYQVDTLKDMLLELEEQLAESRRQYEEKNKEFEREKHAHSILQFQFAEVKEALKQREEMLEKHGIILNSEIATNGETSDTLNNVGYQGPTKMTKEELNALKSTGDGTLGRAS.... Result: 1 (interaction). (4) The miRNA is cel-miR-229-5p with sequence AAUGACACUGGUUAUCUUUUCCAUCG. The protein sequence of the target gene is MVREQYTTVTEGTHIERPENQHIYKIGIYGWRKRCLYLFVLLLLAILVVNLALTIWILKVMWFSPIGMGHLHVTADGLRLEGESEFLFPLYAKEIRSRVDSSLLLQSTQNVTVSARNSEGEVTGRVKVGAQMVEVQSQHFQINSEDGKPLFSAEEQDVVVGTGRLRVTGPEGALFEHSVETPLVRADPFQDLRLESPTRSLSMDAPRGVHVKANAGKLEALSQMDIILQSSEGVLVLDAETVGLTKLKQGTQGPAGSSNGFYEICACPDGKLYLSMAGEVTTCEEHSHVCL. Result: 0 (no interaction). (5) The miRNA is hsa-miR-4322 with sequence CUGUGGGCUCAGCGCGUGGGG. The protein sequence of the target gene is MLFRARGPVRGRGWGRPAEAPRRGRSPPWSPAWICCWALAGCQAAWAGDLPSSSSRPLPPCQEKDYHFEYTECDSSGSRWRVAIPNSAVDCSGLPDPVRGKECTFSCASGEYLEMKNQVCSKCGEGTYSLGSGIKFDEWDELPAGFSNIATFMDTVVGPSDSRPDGCNNSSWIPRGNYIESNRDDCTVSLIYAVHLKKSGYVFFEYQYVDNNIFFEFFIQNDQCQEMDTTTDKWVKLTDNGEWGSHSVMLKSGTNILYWRTTGILMGSKAVKPVLVKNITIEGVAYTSECFPCKPGTFSN.... Result: 0 (no interaction). (6) The miRNA is hsa-miR-6890-5p with sequence CAUGGGGUAGGGCAGAGUAGG. The protein sequence of the target gene is MPQLGGGRGGAGGGGGGSGAGATSGGDDLGANDELIPFQDEGGEEQEPSSDTASAQRDLDEVKSSLVNESENQSSSSDSEAERRPQPARDAFQKPRDYFAEVRRPQDGAFFKGGAYPGYPFLMIPDLSSPYLSNGPLSPGGARTYLQMKWPLLDVPSSATVKDTRSPSPAHLSNKVPVVQHPHHMHPLTPLITYSNDHFSPASPPTHLSPEIDPKTGIPRPPHPSELSPYYPLSPGAVGQIPHPLGWLVPQQGQPMYSLPPGGFRHPYPALAMNASMSSLVSSRFPHMVAPAHPGLPTSG.... Result: 0 (no interaction). (7) The miRNA is mmu-miR-671-5p with sequence AGGAAGCCCUGGAGGGGCUGGAG. The protein sequence of the target gene is MMSSVSTESKLQQAVSLKGVDPETCMIVFKNHWAQVVKILEKHDPLKNTQAKYGSIPPDEASAVQNYVEHMLFLLIEEQAKDAAMGPILEFVVCENIMEKLFLWSLRREFTDETKLEQLKMYEMLVTQSYQPLLHHKPILKPLMMLLSSCSGTATPAVEGKLVVLLNQLCSILAKDPSILELFFHTSEDQGAANFLIFSLLIPFIHREGTVGQQARDALLFIMSLSAENSMVANHIVENTYFCPVLATGLSGLYSSLPTKLEEKGEDWHCILKDDWLLLPALVQFMNSLEFCNAVIQVAH.... Result: 0 (no interaction).